From a dataset of Forward reaction prediction with 1.9M reactions from USPTO patents (1976-2016). Predict the product of the given reaction. (1) Given the reactants [C:1]([O:5][C:6](=[O:16])[CH:7]([CH2:11][S:12]([Cl:15])(=[O:14])=[O:13])[CH:8]([CH3:10])[CH3:9])([CH3:4])([CH3:3])[CH3:2].[C:17](OC(=O)C(C1C=CC=CC=1)CSC(=O)C)(C)([CH3:19])[CH3:18], predict the reaction product. The product is: [C:1]([O:5][C:6](=[O:16])[CH:7]([C:8]1[CH:9]=[CH:19][CH:17]=[CH:18][CH:10]=1)[CH2:11][S:12]([Cl:15])(=[O:13])=[O:14])([CH3:3])([CH3:4])[CH3:2]. (2) Given the reactants Cl[Si](C)(C)C.ClCCl.[NH2:9][CH2:10][C@@H:11]1[O:15][C:14](=[O:16])[N:13]([C:17]2[CH:22]=[CH:21][C:20]([C:23]([O:25]C(C)(C)C)=[O:24])=[C:19]([F:30])[CH:18]=2)[CH2:12]1, predict the reaction product. The product is: [NH2:9][CH2:10][C@@H:11]1[O:15][C:14](=[O:16])[N:13]([C:17]2[CH:22]=[CH:21][C:20]([C:23]([OH:25])=[O:24])=[C:19]([F:30])[CH:18]=2)[CH2:12]1.